The task is: Predict the reaction yield, written as a fraction of the theoretical maximum amount of product (1.0 means a 100% yield; for example, 0.34 means a 34% yield).. This data is from Reaction yield outcomes from USPTO patents with 853,638 reactions. The reactants are [Cl:1][C:2]1[CH:7]=[CH:6][C:5]([CH2:8][OH:9])=[CH:4][C:3]=1[Br:10].[OH-].[K+].IC.[C:15](OCC)(=O)C. The catalyst is CC1CCCO1.[Cl-].[Na+].O. The product is [Br:10][C:3]1[CH:4]=[C:5]([CH2:8][O:9][CH3:15])[CH:6]=[CH:7][C:2]=1[Cl:1]. The yield is 0.940.